From a dataset of Reaction yield outcomes from USPTO patents with 853,638 reactions. Predict the reaction yield, written as a fraction of the theoretical maximum amount of product (1.0 means a 100% yield; for example, 0.34 means a 34% yield). (1) No catalyst specified. The yield is 0.220. The product is [OH:29][C@@:22]1([C:20]#[C:21][C:2]2[CH:3]=[C:4]([C:8]3[N:12]4[N:13]=[CH:14][CH:15]=[CH:16][C:11]4=[C:10]([C:17]([NH2:19])=[O:18])[N:9]=3)[CH:5]=[CH:6][CH:7]=2)[CH2:26][CH2:25][N:24]([CH3:27])[C:23]1=[O:28]. The reactants are Br[C:2]1[CH:3]=[C:4]([C:8]2[N:12]3[N:13]=[CH:14][CH:15]=[CH:16][C:11]3=[C:10]([C:17]([NH2:19])=[O:18])[N:9]=2)[CH:5]=[CH:6][CH:7]=1.[C:20]([C@:22]1([OH:29])[CH2:26][CH2:25][N:24]([CH3:27])[C:23]1=[O:28])#[CH:21]. (2) The reactants are [CH:1]([C:4]1[C:9](=[O:10])[NH:8][C:7](=[O:11])[NH:6][C:5]=1[C:12]([C:14]1[CH:15]=[C:16]([CH:19]=[C:20]([CH3:22])[CH:21]=1)[C:17]#[N:18])=[O:13])([CH3:3])[CH3:2].C(=O)([O-])[O-].[K+].[K+].I[C:30]([CH3:33])([CH3:32])[CH3:31]. The catalyst is CN(C=O)C. The product is [CH2:31]([N:6]1[C:5]([C:12]([C:14]2[CH:15]=[C:16]([CH:19]=[C:20]([CH3:22])[CH:21]=2)[C:17]#[N:18])=[O:13])=[C:4]([CH:1]([CH3:3])[CH3:2])[C:9](=[O:10])[NH:8][C:7]1=[O:11])[CH:30]([CH3:33])[CH3:32]. The yield is 0.350. (3) The reactants are [NH2:1][C:2]1[CH:11]=[CH:10][C:5]([C:6]([O:8][CH3:9])=[O:7])=[CH:4][C:3]=1Br.[Cl:13][C:14]1[CH:19]=[CH:18][C:17](B(O)O)=[CH:16][CH:15]=1.C(N(CC)CC)C. The catalyst is C(OCC)C.CC([O-])=O.CC([O-])=O.[Pd+2]. The product is [CH3:9][O:8][C:6]([C:5]1[CH:4]=[C:3]([C:17]2[CH:18]=[CH:19][C:14]([Cl:13])=[CH:15][CH:16]=2)[C:2]([NH2:1])=[CH:11][CH:10]=1)=[O:7]. The yield is 0.700. (4) The reactants are [Cl:1][C:2]1[C:3]([CH2:12][O:13][C:14]2[CH:23]=[CH:22][C:21]3[CH2:20][CH2:19][CH2:18][CH2:17][C:16]=3[CH:15]=2)=[CH:4][C:5]2[O:9][N:8]=[C:7]([NH2:10])[C:6]=2[CH:11]=1.[CH3:24][S:25](Cl)(=[O:27])=[O:26].C(N(CC)CC)C. The catalyst is C(Cl)Cl. The product is [Cl:1][C:2]1[C:3]([CH2:12][O:13][C:14]2[CH:23]=[CH:22][C:21]3[CH2:20][CH2:19][CH2:18][CH2:17][C:16]=3[CH:15]=2)=[CH:4][C:5]2[O:9][N:8]=[C:7]([NH:10][S:25]([CH3:24])(=[O:27])=[O:26])[C:6]=2[CH:11]=1. The yield is 0.120.